This data is from Full USPTO retrosynthesis dataset with 1.9M reactions from patents (1976-2016). The task is: Predict the reactants needed to synthesize the given product. (1) Given the product [C:14]1([C@H:12]2[C@@H:11]([C:20]([O:22][CH2:23][CH3:24])=[O:21])[CH2:10][CH2:9][N:8]([C:1]([O:26][C:11]([CH3:20])([CH3:12])[CH3:10])=[O:25])[CH2:13]2)[CH:15]=[CH:16][CH:17]=[CH:18][CH:19]=1, predict the reactants needed to synthesize it. The reactants are: [CH2:1]([N:8]1[CH2:13][C:12]([C:14]2[CH:19]=[CH:18][CH:17]=[CH:16][CH:15]=2)=[C:11]([C:20]([O:22][CH2:23][CH3:24])=[O:21])[CH2:10][CH2:9]1)C1C=CC=CC=1.[OH-:25].[OH-:26].[Pd+2]. (2) The reactants are: [C:1]12([C:11]3[CH:30]=[CH:29][C:14]([O:15][CH2:16][C:17]([NH:19][C:20]4[CH:21]=[C:22]([CH:26]=[CH:27][CH:28]=4)[C:23]([OH:25])=O)=[O:18])=[CH:13][CH:12]=3)[CH2:10][CH:5]3[CH2:6][CH:7]([CH2:9][CH:3]([CH2:4]3)[CH2:2]1)[CH2:8]2.[NH2:31][CH2:32][CH2:33][C:34]1[CH:39]=[CH:38][N:37]=[CH:36][CH:35]=1.CCN(C(C)C)C(C)C.C(Cl)CCl.C1C=CC2N(O)N=NC=2C=1. Given the product [C:1]12([C:11]3[CH:12]=[CH:13][C:14]([O:15][CH2:16][C:17]([NH:19][C:20]4[CH:21]=[C:22]([CH:26]=[CH:27][CH:28]=4)[C:23]([NH:31][CH2:32][CH2:33][C:34]4[CH:39]=[CH:38][N:37]=[CH:36][CH:35]=4)=[O:25])=[O:18])=[CH:29][CH:30]=3)[CH2:2][CH:3]3[CH2:9][CH:7]([CH2:6][CH:5]([CH2:4]3)[CH2:10]1)[CH2:8]2, predict the reactants needed to synthesize it. (3) Given the product [Cl:26][C:22]1[CH:23]=[C:24]2[C:19](=[CH:20][CH:21]=1)[NH:18][C:17](=[O:27])[C:16]([C@@H:14]([NH:13][C:2]1[N:7]=[C:6]([NH:8][C:9](=[O:11])[CH3:10])[CH:5]=[CH:4][N:3]=1)[CH3:15])=[CH:25]2, predict the reactants needed to synthesize it. The reactants are: Cl[C:2]1[N:7]=[C:6]([NH:8][C:9](=[O:11])[CH3:10])[CH:5]=[CH:4][N:3]=1.Cl.[NH2:13][C@H:14]([C:16]1[C:17](=[O:27])[NH:18][C:19]2[C:24]([CH:25]=1)=[CH:23][C:22]([Cl:26])=[CH:21][CH:20]=2)[CH3:15].C(N(C(C)C)CC)(C)C. (4) The reactants are: [NH2:1][C:2]1[CH:3]=[C:4]([OH:8])[CH:5]=[CH:6][CH:7]=1.Br[CH2:10][CH2:11][CH2:12]Cl.[C:14]([O-])(O)=O.[Na+].[CH2:19](O)[CH3:20]. Given the product [CH2:11]1[CH2:12][N:1]2[C:2]3[C:3]([CH2:14][CH2:19][CH2:20]2)=[C:4]([OH:8])[CH:5]=[CH:6][C:7]=3[CH2:10]1, predict the reactants needed to synthesize it.